From a dataset of Forward reaction prediction with 1.9M reactions from USPTO patents (1976-2016). Predict the product of the given reaction. Given the reactants [Cl:1][C:2]1[CH:3]=[CH:4][C:5]2[N+:10]([O-:11])=[N:9][C:8](=[O:12])[N:7]([CH2:13][CH2:14][N:15]3[CH2:20][CH2:19][CH:18]([N:21]([CH2:29][C:30]4[N:35]=[CH:34][C:33]5[O:36][CH2:37][CH2:38][O:39][C:32]=5[CH:31]=4)C(=O)OC(C)(C)C)[CH2:17][CH2:16]3)[C:6]=2[CH:40]=1.Cl.C([O-])(O)=O.[Na+], predict the reaction product. The product is: [ClH:1].[Cl:1][C:2]1[CH:3]=[CH:4][C:5]2[N+:10]([O-:11])=[N:9][C:8](=[O:12])[N:7]([CH2:13][CH2:14][N:15]3[CH2:16][CH2:17][CH:18]([NH:21][CH2:29][C:30]4[N:35]=[CH:34][C:33]5[O:36][CH2:37][CH2:38][O:39][C:32]=5[CH:31]=4)[CH2:19][CH2:20]3)[C:6]=2[CH:40]=1.